Regression. Given a peptide amino acid sequence and an MHC pseudo amino acid sequence, predict their binding affinity value. This is MHC class I binding data. From a dataset of Peptide-MHC class I binding affinity with 185,985 pairs from IEDB/IMGT. (1) The peptide sequence is VPHFKVGWAW. The MHC is Mamu-B17 with pseudo-sequence Mamu-B17. The binding affinity (normalized) is 0.520. (2) The peptide sequence is AMMWRIAQL. The MHC is HLA-C14:02 with pseudo-sequence HLA-C14:02. The binding affinity (normalized) is 0.559. (3) The peptide sequence is LLSINSSFY. The MHC is HLA-A31:01 with pseudo-sequence HLA-A31:01. The binding affinity (normalized) is 0.281.